Dataset: Catalyst prediction with 721,799 reactions and 888 catalyst types from USPTO. Task: Predict which catalyst facilitates the given reaction. (1) Reactant: O[CH:2]([C:8]1[C:9]([CH3:14])=[N:10][CH:11]=[CH:12][CH:13]=1)[C:3]([O:5][CH2:6][CH3:7])=[O:4].Cl.Cl.[CH2:17]1[NH:22][CH2:21][CH2:20][N:19]2[CH2:23][CH2:24][CH2:25][C@H:18]12.C([O-])([O-])=O.[K+].[K+].CCOC(C)=O. Product: [CH2:17]1[N:22]([CH:2]([C:8]2[C:9]([CH3:14])=[N:10][CH:11]=[CH:12][CH:13]=2)[C:3]([O:5][CH2:6][CH3:7])=[O:4])[CH2:21][CH2:20][N:19]2[CH2:23][CH2:24][CH2:25][C@H:18]12. The catalyst class is: 2. (2) Reactant: [Br:1][C:2]1[CH:3]=[C:4]([NH2:8])[CH:5]=[N:6][CH:7]=1.[CH3:9][C:10]1[CH:17]=[CH:16][C:13]([CH:14]=O)=[CH:12][CH:11]=1.[Si]([C:22]#[N:23])(C)(C)C. Product: [Br:1][C:2]1[CH:3]=[C:4]([NH:8][CH:14]([C:13]2[CH:16]=[CH:17][C:10]([CH3:9])=[CH:11][CH:12]=2)[C:22]#[N:23])[CH:5]=[N:6][CH:7]=1. The catalyst class is: 57. (3) Reactant: NC([C:4]1[CH:9]=[C:8]([O:10][C:11]2[CH:16]=[CH:15][C:14]([NH:17][C:18]([C:20]3([C:23]([NH:25][C:26]4[CH:31]=[CH:30][C:29]([F:32])=[CH:28][CH:27]=4)=[O:24])[CH2:22][CH2:21]3)=[O:19])=[C:13]([F:33])[C:12]=2[F:34])[CH:7]=[CH:6][N:5]=1)=O.O.FC(F)(F)C(OI(C1C=CC=CC=1)OC(=O)C(F)(F)F)=O.[OH-].[Na+].C[N:60](C)C=O. Product: [NH2:60][C:4]1[CH:9]=[C:8]([O:10][C:11]2[CH:16]=[CH:15][C:14]([NH:17][C:18]([C:20]3([C:23]([NH:25][C:26]4[CH:31]=[CH:30][C:29]([F:32])=[CH:28][CH:27]=4)=[O:24])[CH2:21][CH2:22]3)=[O:19])=[C:13]([F:33])[C:12]=2[F:34])[CH:7]=[CH:6][N:5]=1. The catalyst class is: 17. (4) Reactant: [Br:1][C:2]1[N:7]=[CH:6][C:5]([C@@H:8]([NH:11][S:12]([C:14]([CH3:17])([CH3:16])[CH3:15])=[O:13])[CH2:9][CH3:10])=[CH:4][CH:3]=1.Cl.O1CCOC[CH2:20]1. Product: [Br:1][C:2]1[N:7]=[CH:6][C:5]([C@@H:8]([NH:11][S:12]([C:14]([CH3:16])([CH3:15])[CH3:17])=[O:13])[CH2:9][CH2:10][CH3:20])=[CH:4][CH:3]=1. The catalyst class is: 275. (5) Reactant: [CH:1]1[C:10]2[C:5](=[CH:6][CH:7]=[CH:8][CH:9]=2)[CH:4]=[CH:3][C:2]=1[C:11](Cl)=[O:12].[NH2:14][CH2:15][CH2:16][CH2:17][CH2:18][OH:19]. Product: [OH:19][CH2:18][CH2:17][CH2:16][CH2:15][NH:14][C:11]([C:2]1[CH:3]=[CH:4][C:5]2[C:10](=[CH:9][CH:8]=[CH:7][CH:6]=2)[CH:1]=1)=[O:12]. The catalyst class is: 12. (6) Reactant: S(OOS([O-])(=O)=O)([O-])(=O)=O.[NH4+].[NH4+].C(OC=C)(=O)C.[C:19]([O:34][CH2:35][CH2:36][CH2:37]C)(=[O:33])[C:20]1[C:21](=[CH:29][CH:30]=[CH:31][CH:32]=1)[C:22]([O:24][CH2:25][CH2:26][CH2:27]C)=[O:23]. Product: [C:22]([O:24][CH2:25][CH:26]=[CH2:27])(=[O:23])[C:21]1[C:20](=[CH:32][CH:31]=[CH:30][CH:29]=1)[C:19]([O:34][CH2:35][CH:36]=[CH2:37])=[O:33]. The catalyst class is: 6. (7) Reactant: [OH:1][C@H:2]([CH3:18])[CH2:3][N:4]1[C:12]2[C:7](=[CH:8][C:9]([N+:13]([O-])=O)=[CH:10][CH:11]=2)[C:6]([C:16]#[N:17])=[N:5]1.[Cl-].[NH4+]. Product: [NH2:13][C:9]1[CH:8]=[C:7]2[C:12](=[CH:11][CH:10]=1)[N:4]([CH2:3][C@H:2]([OH:1])[CH3:18])[N:5]=[C:6]2[C:16]#[N:17]. The catalyst class is: 314. (8) Reactant: [NH2:1][C:2]1[N:7]=[CH:6][CH:5]=[CH:4][N:3]=1.[CH:8]1([N+:14]#[C-:15])[CH2:13][CH2:12][CH2:11][CH2:10][CH2:9]1.[CH:16](=[O:18])[CH3:17].[C:19]([Cl:22])(=O)[CH3:20]. Product: [Cl-:22].[C:16]([N+:1]1[C:19]([CH3:20])=[C:15]([NH:14][CH:8]2[CH2:13][CH2:12][CH2:11][CH2:10][CH2:9]2)[N:3]2[CH:4]=[CH:5][CH:6]=[N:7][C:2]=12)(=[O:18])[CH3:17]. The catalyst class is: 519. (9) Reactant: C([Li])CCC.[F:6][C:7]1[CH:12]=[CH:11][CH:10]=[CH:9][N:8]=1.[CH2:13]([O:15][CH:16]([O:25][CH2:26][CH3:27])[C:17]1[CH:22]=[CH:21][CH:20]=[CH:19][C:18]=1[CH:23]=[O:24])[CH3:14].C(=O)([O-])[O-].[Na+].[Na+]. The catalyst class is: 7. Product: [F:6][C:7]1[C:12]([CH:23]([C:18]2[CH:19]=[CH:20][CH:21]=[CH:22][C:17]=2[CH:16]([O:15][CH2:13][CH3:14])[O:25][CH2:26][CH3:27])[OH:24])=[CH:11][CH:10]=[CH:9][N:8]=1. (10) Reactant: C(Cl)(=O)C(Cl)=O.CS(C)=O.[F:11][C:12]1[CH:17]=[CH:16][C:15]([C@@H:18]([NH:22][C:23](=[O:29])[O:24][C:25]([CH3:28])([CH3:27])[CH3:26])[CH2:19][CH2:20][OH:21])=[CH:14][CH:13]=1.C(N(C(C)C)CC)(C)C. Product: [C:25]([O:24][C:23](=[O:29])[NH:22][C@H:18]([C:15]1[CH:14]=[CH:13][C:12]([F:11])=[CH:17][CH:16]=1)[CH2:19][CH:20]=[O:21])([CH3:28])([CH3:26])[CH3:27]. The catalyst class is: 34.